From a dataset of Reaction yield outcomes from USPTO patents with 853,638 reactions. Predict the reaction yield, written as a fraction of the theoretical maximum amount of product (1.0 means a 100% yield; for example, 0.34 means a 34% yield). The reactants are Br[C:2]1[C:3]([C:9]2[CH:14]=[CH:13][C:12]([NH:15][S:16]([CH3:19])(=[O:18])=[O:17])=[CH:11][C:10]=2[CH3:20])=[C:4]([CH:7]=[O:8])[S:5][CH:6]=1.BrC1C(Br)=CSC=1C=O.OC1C=CC(B(O)O)=CC=1.[Cl:40][C:41]1[CH:46]=[CH:45][C:44](B(O)O)=[C:43]([O:50][CH3:51])[CH:42]=1. The catalyst is CCOC(C)=O. The product is [Cl:40][C:41]1[CH:46]=[CH:45][C:44]([C:2]2[C:3]([C:9]3[CH:14]=[CH:13][C:12]([NH:15][S:16]([CH3:19])(=[O:18])=[O:17])=[CH:11][C:10]=3[CH3:20])=[C:4]([CH:7]=[O:8])[S:5][CH:6]=2)=[C:43]([O:50][CH3:51])[CH:42]=1. The yield is 3.65.